Dataset: Reaction yield outcomes from USPTO patents with 853,638 reactions. Task: Predict the reaction yield, written as a fraction of the theoretical maximum amount of product (1.0 means a 100% yield; for example, 0.34 means a 34% yield). (1) The reactants are [C:1]([C:3]1[CH:8]=[C:7]([O:9][CH3:10])[C:6]([O:11][CH2:12][C:13]2[CH:18]=[CH:17][CH:16]=[C:15]([S:19]([CH3:27])(=[N:21][C:22]([O:24][CH2:25][CH3:26])=[O:23])=[O:20])[CH:14]=2)=[CH:5][C:4]=1[N:28]=[CH:29]N(C)C)#[N:2].[NH2:33][C:34]1[CH:35]=[CH:36][C:37]([CH3:40])=[N:38][CH:39]=1. The catalyst is ClCCl.CO. The product is [CH2:25]([O:24][C:22]([N:21]=[S:19]([CH3:27])([C:15]1[CH:16]=[CH:17][CH:18]=[C:13]([CH2:12][O:11][C:6]2[CH:5]=[C:4]3[C:3]([C:1]([NH:33][C:34]4[CH:35]=[CH:36][C:37]([CH3:40])=[N:38][CH:39]=4)=[N:2][CH:29]=[N:28]3)=[CH:8][C:7]=2[O:9][CH3:10])[CH:14]=1)=[O:20])=[O:23])[CH3:26]. The yield is 0.360. (2) The reactants are [Cl:1][C:2]1[CH:11]=[CH:10][C:9]2[C:4](=[C:5](Cl)[C:6]([S:12]([CH3:15])(=[O:14])=[O:13])=[CH:7][N:8]=2)[N:3]=1.Cl.Cl.[CH3:19][N:20]([CH3:28])[C@H:21]1[CH2:26][CH2:25][C@H:24]([NH2:27])[CH2:23][CH2:22]1. No catalyst specified. The product is [Cl:1][C:2]1[N:3]=[C:4]2[C:9](=[CH:10][CH:11]=1)[N:8]=[CH:7][C:6]([S:12]([CH3:15])(=[O:14])=[O:13])=[C:5]2[NH:27][C@H:24]1[CH2:25][CH2:26][C@H:21]([N:20]([CH3:28])[CH3:19])[CH2:22][CH2:23]1. The yield is 0.340.